Regression. Given two drug SMILES strings and cell line genomic features, predict the synergy score measuring deviation from expected non-interaction effect. From a dataset of NCI-60 drug combinations with 297,098 pairs across 59 cell lines. (1) Synergy scores: CSS=32.7, Synergy_ZIP=-9.24, Synergy_Bliss=-11.1, Synergy_Loewe=-7.84, Synergy_HSA=-5.90. Drug 1: C1=CN(C(=O)N=C1N)C2C(C(C(O2)CO)O)O.Cl. Cell line: A498. Drug 2: CC1CCCC2(C(O2)CC(NC(=O)CC(C(C(=O)C(C1O)C)(C)C)O)C(=CC3=CSC(=N3)C)C)C. (2) Drug 1: C1=CC(=C2C(=C1NCCNCCO)C(=O)C3=C(C=CC(=C3C2=O)O)O)NCCNCCO. Drug 2: CC(C)NC(=O)C1=CC=C(C=C1)CNNC.Cl. Cell line: OVCAR-8. Synergy scores: CSS=51.7, Synergy_ZIP=10.5, Synergy_Bliss=7.72, Synergy_Loewe=-29.1, Synergy_HSA=7.13. (3) Drug 1: CN(C)C(=N)N=C(N)N. Drug 2: CS(=O)(=O)CCNCC1=CC=C(O1)C2=CC3=C(C=C2)N=CN=C3NC4=CC(=C(C=C4)OCC5=CC(=CC=C5)F)Cl. Cell line: T-47D. Synergy scores: CSS=24.2, Synergy_ZIP=4.95, Synergy_Bliss=5.53, Synergy_Loewe=-9.59, Synergy_HSA=5.96. (4) Drug 1: C1=C(C(=O)NC(=O)N1)F. Drug 2: B(C(CC(C)C)NC(=O)C(CC1=CC=CC=C1)NC(=O)C2=NC=CN=C2)(O)O. Cell line: OVCAR-5. Synergy scores: CSS=26.7, Synergy_ZIP=-2.67, Synergy_Bliss=-6.33, Synergy_Loewe=-5.77, Synergy_HSA=-5.77.